This data is from Full USPTO retrosynthesis dataset with 1.9M reactions from patents (1976-2016). The task is: Predict the reactants needed to synthesize the given product. Given the product [P:1]([O-:13])([O:7][C:8]([CH3:11])([CH3:10])[CH3:9])([O:2][C:3]([CH3:5])([CH3:6])[CH3:4])=[O:12].[K+:18], predict the reactants needed to synthesize it. The reactants are: [PH:1](=[O:12])([O:7][C:8]([CH3:11])([CH3:10])[CH3:9])[O:2][C:3]([CH3:6])([CH3:5])[CH3:4].[O-:13][Mn](=O)(=O)=O.[K+:18].